Dataset: Full USPTO retrosynthesis dataset with 1.9M reactions from patents (1976-2016). Task: Predict the reactants needed to synthesize the given product. (1) The reactants are: [OH:1][CH2:2][C:3]1[CH:4]=[CH:5][CH:6]=[C:7]2[C:12]=1[NH:11][C:10](=[O:13])[CH2:9][C:8]2([CH3:15])[CH3:14].[O:16]1[CH:21]=[CH:20][CH2:19][CH2:18][CH2:17]1. Given the product [CH3:14][C:8]1([CH3:15])[C:7]2[C:12](=[C:3]([CH2:2][O:1][CH:17]3[CH2:18][CH2:19][CH2:20][CH2:21][O:16]3)[CH:4]=[CH:5][CH:6]=2)[NH:11][C:10](=[O:13])[CH2:9]1, predict the reactants needed to synthesize it. (2) Given the product [Si:1]([O:18][CH:19]1[CH2:20][N:21]([C:23]2[S:24][CH:25]=[C:26]([C:28](=[O:30])[NH:33][C:34]3[CH:39]=[CH:38][CH:37]=[CH:36][CH:35]=3)[N:27]=2)[CH2:22]1)([C:14]([CH3:16])([CH3:17])[CH3:15])([C:2]1[CH:7]=[CH:6][CH:5]=[CH:4][CH:3]=1)[C:8]1[CH:9]=[CH:10][CH:11]=[CH:12][CH:13]=1, predict the reactants needed to synthesize it. The reactants are: [Si:1]([O:18][CH:19]1[CH2:22][N:21]([C:23]2[S:24][CH:25]=[C:26]([C:28]([O:30]CC)=O)[N:27]=2)[CH2:20]1)([C:14]([CH3:17])([CH3:16])[CH3:15])([C:8]1[CH:13]=[CH:12][CH:11]=[CH:10][CH:9]=1)[C:2]1[CH:7]=[CH:6][CH:5]=[CH:4][CH:3]=1.[NH2:33][C:34]1[CH:39]=[CH:38][CH:37]=[CH:36][CH:35]=1.C[Al](C)C.C(O)(=O)C.C(OCC)(=O)C. (3) Given the product [CH:22]([N:8]([C:6](=[O:7])[C:5]1[CH:25]=[CH:26][C:2]([N:85]2[CH2:90][CH2:89][O:88][CH2:87][CH2:86]2)=[C:3]([O:27][CH2:28][CH2:29][CH2:30][O:31][CH3:32])[CH:4]=1)[C@@H:9]1[CH2:14][CH2:13][CH2:12][N:11]([C:15]([O:17][C:18]([CH3:21])([CH3:20])[CH3:19])=[O:16])[CH2:10]1)([CH3:24])[CH3:23], predict the reactants needed to synthesize it. The reactants are: Br[C:2]1[CH:26]=[CH:25][C:5]([C:6]([N:8]([CH:22]([CH3:24])[CH3:23])[C@@H:9]2[CH2:14][CH2:13][CH2:12][N:11]([C:15]([O:17][C:18]([CH3:21])([CH3:20])[CH3:19])=[O:16])[CH2:10]2)=[O:7])=[CH:4][C:3]=1[O:27][CH2:28][CH2:29][CH2:30][O:31][CH3:32].CC(C)([O-])C.[Na+].C1C=CC(P(C2C(C3C(P(C4C=CC=CC=4)C4C=CC=CC=4)=CC=C4C=3C=CC=C4)=C3C(C=CC=C3)=CC=2)C2C=CC=CC=2)=CC=1.[NH:85]1[CH2:90][CH2:89][O:88][CH2:87][CH2:86]1.C(=O)([O-])O.[Na+].